From a dataset of Forward reaction prediction with 1.9M reactions from USPTO patents (1976-2016). Predict the product of the given reaction. (1) Given the reactants [Cl:1][C:2]1[N:7]=[C:6](Cl)[CH:5]=[C:4]([Cl:9])[N:3]=1.CCN(C(C)C)C(C)C.[CH3:19][N:20]1[CH2:25][CH2:24][NH:23][CH2:22][CH2:21]1, predict the reaction product. The product is: [Cl:1][C:2]1[N:3]=[C:4]([Cl:9])[CH:5]=[C:6]([N:23]2[CH2:24][CH2:25][N:20]([CH3:19])[CH2:21][CH2:22]2)[N:7]=1. (2) Given the reactants [Br:1][C:2]1[CH:3]=[CH:4][C:5]2[O:10][CH2:9][C:8]([C:11]3[CH:16]=[CH:15][CH:14]=[CH:13][CH:12]=3)=[N:7][C:6]=2[C:17]=1[O:18][C:19]1[CH:24]=[CH:23][CH:22]=[CH:21][CH:20]=1.[BH4-].[Na+], predict the reaction product. The product is: [Br:1][C:2]1[CH:3]=[CH:4][C:5]2[O:10][CH2:9][CH:8]([C:11]3[CH:12]=[CH:13][CH:14]=[CH:15][CH:16]=3)[NH:7][C:6]=2[C:17]=1[O:18][C:19]1[CH:20]=[CH:21][CH:22]=[CH:23][CH:24]=1. (3) Given the reactants [Cl:1][C:2]1[N:7]=[C:6]([C:8]([O:10][CH3:11])=[O:9])[CH:5]=[C:4](Cl)[N:3]=1.C([Sn](CCCC)(CCCC)[C:18]([O:20][CH2:21][CH3:22])=[CH2:19])CCC.[F-].[K+].CC(OC)(C)C, predict the reaction product. The product is: [Cl:1][C:2]1[N:7]=[C:6]([C:8]([O:10][CH3:11])=[O:9])[CH:5]=[C:4]([C:18]([O:20][CH2:21][CH3:22])=[CH2:19])[N:3]=1. (4) Given the reactants [Cl:1][C:2]1[CH:7]=[CH:6][C:5]([O:8][CH3:9])=[CH:4][C:3]=1[NH:10][C:11]1[C:12]([NH:21][S:22]([C:25]2[CH:30]=[CH:29][CH:28]=[C:27]([C:31]#N)[CH:26]=2)(=[O:24])=[O:23])=[N:13][C:14]2[C:19]([N:20]=1)=[CH:18][CH:17]=[CH:16][CH:15]=2.O1CCOCC1.[OH-:39].[Na+].Cl.C[OH:43], predict the reaction product. The product is: [Cl:1][C:2]1[CH:7]=[CH:6][C:5]([O:8][CH3:9])=[CH:4][C:3]=1[NH:10][C:11]1[C:12]([NH:21][S:22]([C:25]2[CH:26]=[C:27]([CH:28]=[CH:29][CH:30]=2)[C:31]([OH:43])=[O:39])(=[O:24])=[O:23])=[N:13][C:14]2[C:19]([N:20]=1)=[CH:18][CH:17]=[CH:16][CH:15]=2.